Dataset: Catalyst prediction with 721,799 reactions and 888 catalyst types from USPTO. Task: Predict which catalyst facilitates the given reaction. (1) Reactant: [CH3:1][NH:2][C:3]1[CH:20]=[CH:19][C:6]2[N:7]([CH2:11][CH2:12][C:13]3[CH:14]=[N:15][CH:16]=[CH:17][CH:18]=3)[C:8]([NH2:10])=[N:9][C:5]=2[CH:4]=1.[C:21]([C:23]1[CH:24]=[C:25]([CH:29]=[CH:30][CH:31]=1)[C:26]([OH:28])=O)#[N:22].C1C=CC2N(O)N=NC=2C=1.C(Cl)CCl.C(N(CC)C(C)C)(C)C. Product: [NH2:10][C:8]1[N:7]([CH2:11][CH2:12][C:13]2[CH:14]=[N:15][CH:16]=[CH:17][CH:18]=2)[C:6]2[CH:19]=[CH:20][C:3]([N:2]([CH3:1])[C:26](=[O:28])[C:25]3[CH:29]=[CH:30][CH:31]=[C:23]([C:21]#[N:22])[CH:24]=3)=[CH:4][C:5]=2[N:9]=1. The catalyst class is: 31. (2) Reactant: [C:1]([O:5][C:6](=[O:28])[NH:7][C:8]1[C@:9]([CH3:27])([C:23]([F:26])([F:25])[F:24])[O:10][CH2:11][C@:12]([C:15]2[CH:20]=[C:19]([NH2:21])[CH:18]=[CH:17][C:16]=2[F:22])([CH3:14])[N:13]=1)([CH3:4])([CH3:3])[CH3:2].[Cl:29][C:30]1[C:31]([C:38](O)=[O:39])=[N:32][CH:33]=[C:34]([C:36]#[N:37])[CH:35]=1.CCN=C=NCCCN(C)C.Cl.C1C=NC2N(O)N=NC=2C=1.CCN(C(C)C)C(C)C. Product: [C:1]([O:5][C:6](=[O:28])[NH:7][C:8]1[C@:9]([CH3:27])([C:23]([F:26])([F:25])[F:24])[O:10][CH2:11][C@:12]([C:15]2[CH:20]=[C:19]([NH:21][C:38]([C:31]3[C:30]([Cl:29])=[CH:35][C:34]([C:36]#[N:37])=[CH:33][N:32]=3)=[O:39])[CH:18]=[CH:17][C:16]=2[F:22])([CH3:14])[N:13]=1)([CH3:2])([CH3:3])[CH3:4]. The catalyst class is: 3. (3) Reactant: [NH2:1][C:2]1[CH:24]=[CH:23][C:5]([C:6]2[O:7][C:8]3[C:13]([C:14](=[O:16])[CH:15]=2)=[C:12]([O:17]C)[C:11]([O:19][CH3:20])=[C:10]([O:21]C)[CH:9]=3)=[CH:4][CH:3]=1.B(Br)(Br)Br. Product: [NH2:1][C:2]1[CH:24]=[CH:23][C:5]([C:6]2[O:7][C:8]3[C:13]([C:14](=[O:16])[CH:15]=2)=[C:12]([OH:17])[C:11]([O:19][CH3:20])=[C:10]([OH:21])[CH:9]=3)=[CH:4][CH:3]=1. The catalyst class is: 2. (4) Reactant: [F:1][C:2]1[CH:7]=[CH:6][C:5]([N:8]2[C:12]3=[C:13]4[C:18](=[C:19]([C:21]#[N:22])[CH:20]=[C:11]3[CH:10]=[N:9]2)[CH:17]=[N:16][CH:15]=[CH:14]4)=[CH:4][CH:3]=1.[OH-:23].[K+].C(Cl)(Cl)Cl.O. Product: [F:1][C:2]1[CH:3]=[CH:4][C:5]([N:8]2[C:12]3=[C:13]4[C:18](=[C:19]([C:21]([NH2:22])=[O:23])[CH:20]=[C:11]3[CH:10]=[N:9]2)[CH:17]=[N:16][CH:15]=[CH:14]4)=[CH:6][CH:7]=1. The catalyst class is: 107.